This data is from Catalyst prediction with 721,799 reactions and 888 catalyst types from USPTO. The task is: Predict which catalyst facilitates the given reaction. Reactant: [C:1]1([S:7]([N:10]2[C:18]3[C:13](=[CH:14][CH:15]=[CH:16][CH:17]=3)[CH:12]=[CH:11]2)(=[O:9])=[O:8])[CH:6]=[CH:5][CH:4]=[CH:3][CH:2]=1.C([Li])CCC.[CH:24]([CH:26]=[CH2:27])=[O:25].O. Product: [C:1]1([S:7]([N:10]2[C:18]3[C:13](=[CH:14][CH:15]=[CH:16][CH:17]=3)[CH:12]=[C:11]2[CH:24]([OH:25])[CH:26]=[CH2:27])(=[O:9])=[O:8])[CH:2]=[CH:3][CH:4]=[CH:5][CH:6]=1. The catalyst class is: 7.